This data is from Full USPTO retrosynthesis dataset with 1.9M reactions from patents (1976-2016). The task is: Predict the reactants needed to synthesize the given product. (1) Given the product [C:1]([C:5]1[C:9]([F:28])=[C:8]([NH:10][C:11]2[C:12]([C:17]([OH:19])=[O:18])=[N:13][CH:14]=[CH:15][CH:16]=2)[N:7]([C:20]2[C:25]([CH3:26])=[CH:24][CH:23]=[CH:22][C:21]=2[CH3:27])[N:6]=1)([CH3:4])([CH3:3])[CH3:2], predict the reactants needed to synthesize it. The reactants are: [C:1]([C:5]1[CH:9]=[C:8]([NH:10][C:11]2[C:12]([C:17]([OH:19])=[O:18])=[N:13][CH:14]=[CH:15][CH:16]=2)[N:7]([C:20]2[C:25]([CH3:26])=[CH:24][CH:23]=[CH:22][C:21]=2[CH3:27])[N:6]=1)([CH3:4])([CH3:3])[CH3:2].[F:28][B-](F)(F)F.F[B-](F)(F)F.ClC[N+]12CC[N+](F)(CC1)CC2. (2) Given the product [NH2:7][C:6]1[N:8]=[C:12]([OH:11])[C:14]([CH2:15][C:16]2[CH:25]=[CH:24][C:19]([C:20]([O:22][CH3:23])=[O:21])=[CH:18][C:17]=2[O:26][CH3:27])=[C:28]([CH3:29])[N:5]=1, predict the reactants needed to synthesize it. The reactants are: C(=O)(O)O.[NH2:5][C:6]([NH2:8])=[NH:7].C([O:11][C:12]([CH:14]([C:28](=O)[CH3:29])[CH2:15][C:16]1[CH:25]=[CH:24][C:19]([C:20]([O:22][CH3:23])=[O:21])=[CH:18][C:17]=1[O:26][CH3:27])=O)C. (3) Given the product [O:1]1[CH:5]=[CH:4][CH:3]=[C:2]1[C:6]1[O:7][C:8]([CH3:24])=[C:9]([CH2:11][O:12][C:13]2[CH:18]=[CH:17][C:16]([CH2:19][C:20]([O:25][CH:26]([C:33](=[O:40])[C:34]3[CH:35]=[CH:36][CH:37]=[CH:38][CH:39]=3)[CH2:27][CH2:28][C:29]([O:31][CH3:32])=[O:30])=[O:21])=[CH:15][CH:14]=2)[N:10]=1, predict the reactants needed to synthesize it. The reactants are: [O:1]1[CH:5]=[CH:4][CH:3]=[C:2]1[C:6]1[O:7][C:8]([CH3:24])=[C:9]([CH2:11][O:12][C:13]2[CH:18]=[CH:17][C:16]([CH2:19][C:20](OC)=[O:21])=[CH:15][CH:14]=2)[N:10]=1.[OH:25][CH:26]([C:33](=[O:40])[C:34]1[CH:39]=[CH:38][CH:37]=[CH:36][CH:35]=1)[CH2:27][CH2:28][C:29]([O:31][CH3:32])=[O:30].CCN=C=NCCCN(C)C.Cl. (4) Given the product [CH2:38]([CH:34]1[CH:33]([CH2:32][CH2:31][CH2:30][CH2:29][CH2:28][OH:27])[O:36][C:35]1=[O:37])[CH2:39][CH2:40][CH2:41][CH2:42][CH3:43], predict the reactants needed to synthesize it. The reactants are: O.O.O.[F-].C([N+](CCCC)(CCCC)CCCC)CCC.C([Si](C)(C)[O:27][CH2:28][CH2:29][CH2:30][CH2:31][CH2:32][CH:33]1[O:36][C:35](=[O:37])[CH:34]1[CH2:38][CH2:39][CH2:40][CH2:41][CH2:42][CH3:43])(C)(C)C. (5) Given the product [C:26]([C:10]1[N:9]=[C:8]([C:6]2[CH:7]=[C:2]([F:1])[CH:3]=[CH:4][C:5]=2[CH3:25])[CH:17]=[C:16]2[C:11]=1[CH:12]=[C:13]([NH:18][C:19]([CH:21]1[CH2:23][CH2:22]1)=[O:20])[N:14]=[CH:15]2)#[N:29], predict the reactants needed to synthesize it. The reactants are: [F:1][C:2]1[CH:3]=[CH:4][C:5]([CH3:25])=[C:6]([C:8]2[N+:9]([O-])=[CH:10][C:11]3[C:16]([CH:17]=2)=[CH:15][N:14]=[C:13]([NH:18][C:19]([CH:21]2[CH2:23][CH2:22]2)=[O:20])[CH:12]=3)[CH:7]=1.[CH:26]([N:29](CC)C(C)C)(C)C.C[Si](C#N)(C)C.